Dataset: Reaction yield outcomes from USPTO patents with 853,638 reactions. Task: Predict the reaction yield, written as a fraction of the theoretical maximum amount of product (1.0 means a 100% yield; for example, 0.34 means a 34% yield). (1) The reactants are [NH2:1][C:2]1[C:3]([CH3:19])=[C:4]([NH:9][C:10](=[O:18])[CH2:11][CH2:12][CH:13]2[CH2:17][CH2:16][CH2:15][CH2:14]2)[C:5]([CH3:8])=[CH:6][CH:7]=1.[F:20][C:21]1[CH:28]=[CH:27][C:24]([CH:25]=O)=[CH:23][CH:22]=1.[BH4-].[Na+].CO. The catalyst is C1COCC1. The product is [CH:13]1([CH2:12][CH2:11][C:10]([NH:9][C:4]2[C:5]([CH3:8])=[CH:6][CH:7]=[C:2]([NH:1][CH2:25][C:24]3[CH:27]=[CH:28][C:21]([F:20])=[CH:22][CH:23]=3)[C:3]=2[CH3:19])=[O:18])[CH2:14][CH2:15][CH2:16][CH2:17]1. The yield is 0.940. (2) The reactants are [C@H:1]12[CH2:7][C@H:4]([CH2:5][CH2:6]1)[CH2:3][C@H:2]2[O:8][C:9]1[CH:10]=[C:11]2[C:16](=[CH:17][CH:18]=1)[CH:15]=[C:14]([C@:19]1([CH3:25])[CH2:23][O:22]C(=O)[NH:20]1)[CH:13]=[CH:12]2.C(O)C.O.[OH-].[Li+].O. No catalyst specified. The product is [NH2:20][C@@:19]([C:14]1[CH:13]=[CH:12][C:11]2[C:16](=[CH:17][CH:18]=[C:9]([O:8][C@@H:2]3[CH2:3][C@@H:4]4[CH2:7][C@H:1]3[CH2:6][CH2:5]4)[CH:10]=2)[CH:15]=1)([CH3:25])[CH2:23][OH:22]. The yield is 0.320. (3) The reactants are C([O:3][C:4](=[O:25])[C:5]([CH2:14][C:15]1[C:23]2[C:18](=[C:19]([F:24])[CH:20]=[CH:21][CH:22]=2)[NH:17][CH:16]=1)([NH:11]C=O)C(OCC)=O)C.[OH-].[Na+].C(O)(=O)C. The catalyst is C1COCC1. The product is [F:24][C:19]1[CH:20]=[CH:21][CH:22]=[C:23]2[C:18]=1[NH:17][CH:16]=[C:15]2[CH2:14][C@@H:5]([C:4]([OH:25])=[O:3])[NH2:11]. The yield is 0.520. (4) The reactants are [CH3:1][O:2][C@H:3]1[CH2:8][CH2:7][CH2:6][C@@H:5]([NH:9]C(=O)OC(C)(C)C)[CH2:4]1.[C:17]([OH:23])([C:19]([F:22])([F:21])[F:20])=[O:18]. The catalyst is C(Cl)Cl. The product is [F:20][C:19]([F:22])([F:21])[C:17]([OH:23])=[O:18].[CH3:1][O:2][C@H:3]1[CH2:8][CH2:7][CH2:6][C@@H:5]([NH2:9])[CH2:4]1. The yield is 1.00. (5) The reactants are [C:1]([O:5][C:6]([N:8]1[CH2:13][CH2:12][CH:11]([C:14]([C:16]2[N:17]([CH3:42])[C:18]3[C:23]([N:24]=2)=[C:22]([N:25]2[CH2:30][CH2:29][O:28][CH2:27][CH2:26]2)[N:21]=[C:20]([N:31]2[C:35]4[CH:36]=[CH:37][CH:38]=[CH:39][C:34]=4[N:33]=[C:32]2[CH2:40][CH3:41])[N:19]=3)=[O:15])[CH2:10][CH2:9]1)=[O:7])([CH3:4])([CH3:3])[CH3:2].[CH3:43][Mg]Br. The catalyst is C1COCC1. The product is [C:1]([O:5][C:6]([N:8]1[CH2:9][CH2:10][CH:11]([C:14]([C:16]2[N:17]([CH3:42])[C:18]3[C:23]([N:24]=2)=[C:22]([N:25]2[CH2:26][CH2:27][O:28][CH2:29][CH2:30]2)[N:21]=[C:20]([N:31]2[C:35]4[CH:36]=[CH:37][CH:38]=[CH:39][C:34]=4[N:33]=[C:32]2[CH2:40][CH3:41])[N:19]=3)([OH:15])[CH3:43])[CH2:12][CH2:13]1)=[O:7])([CH3:4])([CH3:3])[CH3:2]. The yield is 0.570. (6) The reactants are [CH2:1]([O:8][C:9]([NH:11][C:12]1[C:13]([F:39])=[C:14]([C:18]2[C:30]3[C:29]4[C:24](=[CH:25][C:26]([O:31][CH2:32][CH2:33][O:34][CH3:35])=[CH:27][CH:28]=4)[NH:23][C:22]=3[C:21]([C:36](O)=[O:37])=[N:20][CH:19]=2)[CH:15]=[CH:16][CH:17]=1)=[O:10])[C:2]1[CH:7]=[CH:6][CH:5]=[CH:4][CH:3]=1.[Cl-].[NH4+].F[P-](F)(F)(F)(F)F.[N:49]1(O[P+](N(C)C)(N(C)C)N(C)C)C2C=CC=CC=2N=N1.CCN(C(C)C)C(C)C.CN1CCOCC1. The catalyst is CN(C=O)C.O. The product is [C:36]([C:21]1[C:22]2[NH:23][C:24]3[C:29]([C:30]=2[C:18]([C:14]2[C:13]([F:39])=[C:12]([NH:11][C:9](=[O:10])[O:8][CH2:1][C:2]4[CH:7]=[CH:6][CH:5]=[CH:4][CH:3]=4)[CH:17]=[CH:16][CH:15]=2)=[CH:19][N:20]=1)=[CH:28][CH:27]=[C:26]([O:31][CH2:32][CH2:33][O:34][CH3:35])[CH:25]=3)(=[O:37])[NH2:49]. The yield is 0.900.